From a dataset of Forward reaction prediction with 1.9M reactions from USPTO patents (1976-2016). Predict the product of the given reaction. (1) Given the reactants [Cl-].[Li+].[CH3:3][N:4]1[CH:8]=[CH:7][C:6]([CH:9]=O)=[N:5]1.[C:11]([C:14]1[CH:31]=[CH:30][C:17]2[CH2:18][CH2:19][N:20]([C:23]([O:25][C:26]([CH3:29])([CH3:28])[CH3:27])=[O:24])[CH2:21][CH2:22][C:16]=2[CH:15]=1)(=[O:13])[CH3:12].C1CCN2C(=NCCC2)CC1, predict the reaction product. The product is: [CH3:3][N:4]1[CH:8]=[CH:7][C:6](/[CH:9]=[CH:12]/[C:11]([C:14]2[CH:31]=[CH:30][C:17]3[CH2:18][CH2:19][N:20]([C:23]([O:25][C:26]([CH3:28])([CH3:27])[CH3:29])=[O:24])[CH2:21][CH2:22][C:16]=3[CH:15]=2)=[O:13])=[N:5]1. (2) Given the reactants ClC(OC(=O)OC(Cl)(Cl)Cl)(Cl)Cl.[CH3:13][N:14]1[CH2:18][CH2:17][N:16]([C:19](Cl)=[O:20])[C:15]1=[O:22].[NH2:23][C:24]1[CH:32]=[C:31]2[C:27]([CH2:28][C:29](=[O:33])[NH:30]2)=[CH:26][CH:25]=1.C(=O)([O-])[O-].[Na+].[Na+], predict the reaction product. The product is: [CH3:13][N:14]1[CH2:18][CH2:17][N:16]([C:19]([NH:23][C:24]2[CH:32]=[C:31]3[C:27]([CH2:28][C:29](=[O:33])[NH:30]3)=[CH:26][CH:25]=2)=[O:20])[C:15]1=[O:22]. (3) Given the reactants Cl[C:2]1[C:7]([CH:8]([CH3:10])[CH3:9])=[C:6]([O:11][CH3:12])[N:5]=[C:4]([O:13][CH3:14])[N:3]=1.C([OH:22])C1C=CC=CC=1.[H-].[Na+], predict the reaction product. The product is: [CH:8]([C:7]1[C:2]([OH:22])=[N:3][C:4]([O:13][CH3:14])=[N:5][C:6]=1[O:11][CH3:12])([CH3:10])[CH3:9]. (4) The product is: [CH3:34][O:5][C:4](=[O:6])[C:3]1[CH:7]=[CH:8][C:9]([NH:11][C:12]([C:14]2[CH:22]=[C:21]3[C:17]([CH2:18][CH2:19][N:20]3[S:23]([C:26]3[CH:31]=[CH:30][CH:29]=[C:28]([F:32])[CH:27]=3)(=[O:25])=[O:24])=[CH:16][CH:15]=2)=[O:13])=[CH:10][C:2]=1[Cl:1]. Given the reactants [Cl:1][C:2]1[CH:10]=[C:9]([NH:11][C:12]([C:14]2[CH:22]=[C:21]3[C:17]([CH2:18][CH2:19][N:20]3[S:23]([C:26]3[CH:31]=[CH:30][CH:29]=[C:28]([F:32])[CH:27]=3)(=[O:25])=[O:24])=[CH:16][CH:15]=2)=[O:13])[CH:8]=[CH:7][C:3]=1[C:4]([OH:6])=[O:5].F[C:34]1C=C(S(Cl)(=O)=O)C=CC=1, predict the reaction product. (5) Given the reactants [F:1][C:2]([F:18])([F:17])[C:3]1[CH:8]=[CH:7][C:6]([C:9]2[CH:14]=[CH:13][CH:12]=[C:11]([CH:15]=O)[CH:10]=2)=[CH:5][CH:4]=1.[C@@H:19]1([NH2:29])[C:28]2[C:23](=[CH:24][CH:25]=[CH:26][CH:27]=2)[CH2:22][CH2:21][CH2:20]1, predict the reaction product. The product is: [C@@H:19]1([NH:29][CH2:15][C:11]2[CH:10]=[C:9]([C:6]3[CH:7]=[CH:8][C:3]([C:2]([F:18])([F:17])[F:1])=[CH:4][CH:5]=3)[CH:14]=[CH:13][CH:12]=2)[C:28]2[C:23](=[CH:24][CH:25]=[CH:26][CH:27]=2)[CH2:22][CH2:21][CH2:20]1.